This data is from Catalyst prediction with 721,799 reactions and 888 catalyst types from USPTO. The task is: Predict which catalyst facilitates the given reaction. (1) Reactant: [Cl:1][C:2]1[N:7]=[C:6]([CH2:8][C:9]([C:11]2[CH:12]=[C:13]([NH:17][S:18]([C:21]3[C:26]([F:27])=[CH:25][CH:24]=[CH:23][C:22]=3[F:28])(=[O:20])=[O:19])[CH:14]=[CH:15][CH:16]=2)=O)[CH:5]=[CH:4][N:3]=1.C1C(=O)N(Br)C(=O)C1.[N:37]1([C:42](=[S:44])[NH2:43])[CH2:41][CH2:40][CH2:39][CH2:38]1. Product: [Cl:1][C:2]1[N:7]=[C:6]([C:8]2[S:44][C:42]([N:37]3[CH2:41][CH2:40][CH2:39][CH2:38]3)=[N:43][C:9]=2[C:11]2[CH:12]=[C:13]([NH:17][S:18]([C:21]3[C:26]([F:27])=[CH:25][CH:24]=[CH:23][C:22]=3[F:28])(=[O:20])=[O:19])[CH:14]=[CH:15][CH:16]=2)[CH:5]=[CH:4][N:3]=1. The catalyst class is: 2. (2) Reactant: [C:1]([NH:8][C@H:9]([C:21]([OH:23])=O)[CH2:10][C:11]1[CH:16]=[CH:15][C:14]([O:17][CH2:18][CH:19]=[CH2:20])=[CH:13][CH:12]=1)([O:3][C:4]([CH3:7])([CH3:6])[CH3:5])=[O:2].CN(C(ON1N=NC2C=CC=NC1=2)=[N+](C)C)C.F[P-](F)(F)(F)(F)F.Cl.[CH3:49][O:50][C:51](=[O:57])[C@H:52]([CH:54]([CH3:56])[CH3:55])[NH2:53].CCN(C(C)C)C(C)C. Product: [CH3:49][O:50][C:51](=[O:57])[C@@H:52]([NH:53][C:21](=[O:23])[C@@H:9]([NH:8][C:1]([O:3][C:4]([CH3:5])([CH3:6])[CH3:7])=[O:2])[CH2:10][C:11]1[CH:12]=[CH:13][C:14]([O:17][CH2:18][CH:19]=[CH2:20])=[CH:15][CH:16]=1)[CH:54]([CH3:56])[CH3:55]. The catalyst class is: 31. (3) Reactant: [O:1]([C:8]1[CH:9]=[C:10]([CH:13]=[CH:14][CH:15]=1)[CH:11]=O)[C:2]1[CH:7]=[CH:6][CH:5]=[CH:4][CH:3]=1.[CH3:16][O:17][C:18]1[CH:29]=[C:28]2[C:21]([NH:22][CH:23]=[C:24]2[CH2:25][CH2:26][NH2:27])=[CH:20][CH:19]=1.[BH4-].[Na+].CCOC(C)=O. Product: [NH4+:22].[OH-:1].[CH3:16][O:17][C:18]1[CH:29]=[C:28]2[C:21](=[CH:20][CH:19]=1)[NH:22][CH:23]=[C:24]2[CH2:25][CH2:26][NH:27][CH2:11][C:10]1[CH:13]=[CH:14][CH:15]=[C:8]([O:1][C:2]2[CH:7]=[CH:6][CH:5]=[CH:4][CH:3]=2)[CH:9]=1. The catalyst class is: 5. (4) Reactant: Cl.Cl.[CH3:3][C:4]1[CH:5]=[CH:6][C:7]2[O:11][C:10]([C:12]3[CH:43]=[CH:42][C:15]([CH2:16][O:17][C:18]4[CH:23]=[CH:22][CH:21]=[CH:20][C:19]=4[CH2:24][CH2:25][NH:26][CH:27]4[CH2:36][CH2:35][CH2:34][C:33]5[N:32]=[C:31]([C:37]([O:39][CH2:40][CH3:41])=[O:38])[CH:30]=[CH:29][C:28]4=5)=[CH:14][CH:13]=3)=[N:9][C:8]=2[CH:44]=1.C(N(CC)CC)C.O.C(OCC)(=O)C. Product: [CH3:3][C:4]1[CH:5]=[CH:6][C:7]2[O:11][C:10]([C:12]3[CH:13]=[CH:14][C:15]([CH2:16][O:17][C:18]4[CH:23]=[CH:22][CH:21]=[CH:20][C:19]=4[CH2:24][CH2:25][NH:26][CH:27]4[CH2:36][CH2:35][CH2:34][C:33]5[N:32]=[C:31]([C:37]([O:39][CH2:40][CH3:41])=[O:38])[CH:30]=[CH:29][C:28]4=5)=[CH:42][CH:43]=3)=[N:9][C:8]=2[CH:44]=1. The catalyst class is: 1. (5) Reactant: Br[CH:2]([CH3:12])[C:3]([C:5]1[CH:10]=[CH:9][C:8]([Cl:11])=[CH:7][CH:6]=1)=O.[C:13]([NH2:21])(=[S:20])[C:14]1[CH:19]=[CH:18][CH:17]=[CH:16][CH:15]=1.C([O-])(=O)C.[Na+].C(O)C. Product: [Cl:11][C:8]1[CH:9]=[CH:10][C:5]([C:3]2[N:21]=[C:13]([C:14]3[CH:19]=[CH:18][CH:17]=[CH:16][CH:15]=3)[S:20][C:2]=2[CH3:12])=[CH:6][CH:7]=1. The catalyst class is: 6. (6) Reactant: C([C:5]([N:7]([CH2:12][C:13]1[CH:18]=[CH:17][C:16](B(O)O)=[CH:15][CH:14]=1)[CH2:8][CH2:9][CH2:10][F:11])=[O:6])(C)(C)C.CC[OH:24].[F:25][C:26]1[CH:27]=[C:28]([N:33]2[CH2:37][C@H:36]([CH2:38][NH:39][C:40](=[O:42])[CH3:41])[O:35][C:34]2=[O:43])[CH:29]=[CH:30][C:31]=1I.C([O-])([O-])=O.[K+].[K+].[C:50]1([CH3:56])[CH:55]=CC=C[CH:51]=1. Product: [C:50]([O:24][C:5](=[O:6])[N:7]([CH2:12][C:13]1[CH:14]=[CH:15][C:16]([C:31]2[CH:30]=[CH:29][C:28]([N:33]3[CH2:37][C@H:36]([CH2:38][NH:39][C:40](=[O:42])[CH3:41])[O:35][C:34]3=[O:43])=[CH:27][C:26]=2[F:25])=[CH:17][CH:18]=1)[CH2:8][CH2:9][CH2:10][F:11])([CH3:56])([CH3:55])[CH3:51]. The catalyst class is: 103. (7) Reactant: Br[C:2]1[N:6]2[CH2:7][CH2:8][N:9]([C:11]([C:13]3[CH:18]=[CH:17][CH:16]=[C:15]([C:19]([F:22])([F:21])[F:20])[C:14]=3[Cl:23])=[O:12])[CH2:10][C:5]2=[N:4][N:3]=1.[CH3:24]B1OB(C)OB(C)O1.C(=O)([O-])[O-].[K+].[K+]. Product: [Cl:23][C:14]1[C:15]([C:19]([F:22])([F:21])[F:20])=[CH:16][CH:17]=[CH:18][C:13]=1[C:11]([N:9]1[CH2:8][CH2:7][N:6]2[C:2]([CH3:24])=[N:3][N:4]=[C:5]2[CH2:10]1)=[O:12]. The catalyst class is: 70. (8) Reactant: Br[C:2]1[C:3]([CH3:9])=[N:4][CH:5]=[N:6][C:7]=1[CH3:8].[CH3:10][C:11]1([CH3:27])[C:15]([CH3:17])([CH3:16])[O:14][B:13]([B:13]2[O:14][C:15]([CH3:17])([CH3:16])[C:11]([CH3:27])([CH3:10])[O:12]2)[O:12]1.C([O-])(=O)C.[K+]. Product: [CH3:9][C:3]1[C:2]([B:13]2[O:14][C:15]([CH3:17])([CH3:16])[C:11]([CH3:27])([CH3:10])[O:12]2)=[C:7]([CH3:8])[N:6]=[CH:5][N:4]=1. The catalyst class is: 140. (9) Reactant: [CH3:1][C:2]([CH3:36])([CH3:35])[CH2:3][CH2:4][C:5]1([CH3:34])[C:14]2[C:9](=[CH:10][CH:11]=[CH:12][CH:13]=2)[C:8]([OH:15])=[C:7]([C:16]2[NH:21][C:20]3[CH:22]=[CH:23][C:24]([NH:26][S:27]([CH3:30])(=[O:29])=[O:28])=[CH:25][C:19]=3[S:18](=[O:32])(=[O:31])[N:17]=2)[C:6]1=[O:33].[OH-].[Na+:38]. Product: [CH3:1][C:2]([CH3:36])([CH3:35])[CH2:3][CH2:4][C:5]1([CH3:34])[C:14]2[C:9](=[CH:10][CH:11]=[CH:12][CH:13]=2)[C:8]([O-:15])=[C:7]([C:16]2[NH:21][C:20]3[CH:22]=[CH:23][C:24]([NH:26][S:27]([CH3:30])(=[O:29])=[O:28])=[CH:25][C:19]=3[S:18](=[O:32])(=[O:31])[N:17]=2)[C:6]1=[O:33].[Na+:38]. The catalyst class is: 6. (10) Reactant: [CH2:1]([N:8]1[C:13](=[O:14])[C:12]([CH3:15])=[C:11]2[S:16][CH:17]=[CH:18][N:10]2[C:9]1=[O:19])[C:2]1[CH:7]=[CH:6][CH:5]=[CH:4][CH:3]=1.C[Si](C)(C)N[Si](C)(C)C.[Li].[F:30][C:31]1[CH:40]=[CH:39][C:34]([CH2:35][N:36]=[C:37]=[O:38])=[CH:33][CH:32]=1.[Cl-].[NH4+]. Product: [F:30][C:31]1[CH:32]=[CH:33][C:34]([CH2:35][NH:36][C:37]([C:17]2[S:16][C:11]3[N:10]([C:9](=[O:19])[N:8]([CH2:1][C:2]4[CH:3]=[CH:4][CH:5]=[CH:6][CH:7]=4)[C:13](=[O:14])[C:12]=3[CH3:15])[CH:18]=2)=[O:38])=[CH:39][CH:40]=1. The catalyst class is: 54.